From a dataset of Catalyst prediction with 721,799 reactions and 888 catalyst types from USPTO. Predict which catalyst facilitates the given reaction. (1) Reactant: OO.NC(N)=[O:5].[N:7]1[CH:12]=[CH:11][C:10]([C:13]([O:15][CH2:16][CH3:17])=[O:14])=[C:9]([C:18]([O:20][CH2:21][CH3:22])=[O:19])[CH:8]=1.FC(F)(F)C(OC(=O)C(F)(F)F)=O. Product: [N+:7]1([O-:5])[CH:12]=[CH:11][C:10]([C:13]([O:15][CH2:16][CH3:17])=[O:14])=[C:9]([C:18]([O:20][CH2:21][CH3:22])=[O:19])[CH:8]=1. The catalyst class is: 2. (2) Reactant: [Br:1][C:2]1[S:3][CH:4]=[C:5]([C:7]([O:9]CC)=[O:8])[N:6]=1.Cl. Product: [Br:1][C:2]1[S:3][CH:4]=[C:5]([C:7]([OH:9])=[O:8])[N:6]=1. The catalyst class is: 40.